Task: Predict the product of the given reaction.. Dataset: Forward reaction prediction with 1.9M reactions from USPTO patents (1976-2016) Given the reactants [Br:1][C:2]1[CH:3]=[C:4]2[C:10]([C@@H:11]([C:13]3[C:18]([OH:19])=[CH:17][CH:16]=[C:15]([F:20])[C:14]=3[Cl:21])[CH3:12])=[CH:9][N:8]([C:22]([O:24][C:25]([CH3:28])([CH3:27])[CH3:26])=[O:23])[C:5]2=[N:6][CH:7]=1.C(=O)([O-])[O-].[K+].[K+].CC1C=CC(S(O[CH2:46][C@@H:47]2[CH2:51][O:50][C:49]([CH3:53])([CH3:52])[O:48]2)(=O)=O)=CC=1.CCOC(C)=O, predict the reaction product. The product is: [Br:1][C:2]1[CH:3]=[C:4]2[C:10]([C@@H:11]([C:13]3[C:18]([O:19][CH2:46][C@@H:47]4[CH2:51][O:50][C:49]([CH3:53])([CH3:52])[O:48]4)=[CH:17][CH:16]=[C:15]([F:20])[C:14]=3[Cl:21])[CH3:12])=[CH:9][N:8]([C:22]([O:24][C:25]([CH3:27])([CH3:26])[CH3:28])=[O:23])[C:5]2=[N:6][CH:7]=1.